This data is from Catalyst prediction with 721,799 reactions and 888 catalyst types from USPTO. The task is: Predict which catalyst facilitates the given reaction. (1) Reactant: [Cl:1][C:2]1[C:11](/[CH:12]=[N:13]/[S@@:14]([C:16]([CH3:19])([CH3:18])[CH3:17])=[O:15])=[CH:10][C:9]2[C:4](=[CH:5][CH:6]=[C:7]([Cl:20])[CH:8]=2)[N:3]=1.[CH3:21][Mg+].[Br-].[NH4+].[Cl-]. Product: [Cl:1][C:2]1[C:11]([C@@H:12]([NH:13][S@@:14]([C:16]([CH3:17])([CH3:19])[CH3:18])=[O:15])[CH3:21])=[CH:10][C:9]2[C:4](=[CH:5][CH:6]=[C:7]([Cl:20])[CH:8]=2)[N:3]=1. The catalyst class is: 2. (2) Product: [F:27][C@@H:11]1[CH2:10][N:9]([C:14]([O:16][C:17]([CH3:20])([CH3:19])[CH3:18])=[O:15])[C@@H:8]([C:4]2[CH:5]=[CH:6][CH:7]=[C:2]([F:1])[CH:3]=2)[CH2:12]1.[F:27][C@@H:11]1[CH2:10][N:9]([C:14]([O:16][C:17]([CH3:20])([CH3:19])[CH3:18])=[O:15])[C@H:8]([C:4]2[CH:5]=[CH:6][CH:7]=[C:2]([F:1])[CH:3]=2)[CH2:12]1. The catalyst class is: 2. Reactant: [F:1][C:2]1[CH:3]=[C:4]([CH:8]2[CH2:12][C@@H:11](O)[CH2:10][N:9]2[C:14]([O:16][C:17]([CH3:20])([CH3:19])[CH3:18])=[O:15])[CH:5]=[CH:6][CH:7]=1.CCN(S(F)(F)[F:27])CC.C([O-])(O)=O.[Na+]. (3) Reactant: [NH2:1][C:2]1[CH:3]=[CH:4][C:5]([F:19])=[C:6]([C@@:8]2([CH:16]([F:18])[F:17])[C@H:14]3[C@H:12]([CH2:13]3)[O:11][C:10]([NH2:15])=[N:9]2)[CH:7]=1.[CH:20]1([CH:24]=O)[CH2:23][CH2:22][CH2:21]1.C(O[BH-](OC(=O)C)OC(=O)C)(=O)C.[Na+]. Product: [CH:20]1([CH2:24][NH:1][C:2]2[CH:3]=[CH:4][C:5]([F:19])=[C:6]([C@:8]3([CH:16]([F:17])[F:18])[C@@H:14]4[C@@H:12]([CH2:13]4)[O:11][C:10]([NH2:15])=[N:9]3)[CH:7]=2)[CH2:23][CH2:22][CH2:21]1. The catalyst class is: 26.